This data is from Forward reaction prediction with 1.9M reactions from USPTO patents (1976-2016). The task is: Predict the product of the given reaction. (1) The product is: [CH2:25]([O:24][C:19]1[CH:20]=[CH:21][CH:22]=[CH:23][C:18]=1[C:17]([NH:16][CH2:15][C:13]1[N:14]=[C:10]([C:4]2[CH:5]=[CH:6][C:7]([O:8][CH3:9])=[C:2]([O:1][CH:29]([CH2:32][CH3:33])[CH2:30][CH3:31])[CH:3]=2)[O:11][CH:12]=1)=[O:27])[CH3:26]. Given the reactants [OH:1][C:2]1[CH:3]=[C:4]([C:10]2[O:11][CH:12]=[C:13]([CH2:15][NH:16][C:17](=[O:27])[C:18]3[CH:23]=[CH:22][CH:21]=[CH:20][C:19]=3[O:24][CH2:25][CH3:26])[N:14]=2)[CH:5]=[CH:6][C:7]=1[O:8][CH3:9].Br[CH:29]([CH2:32][CH3:33])[CH2:30][CH3:31], predict the reaction product. (2) Given the reactants [Br:1][C:2]1[CH:10]=[C:9]([F:11])[C:8]([F:12])=[CH:7][C:3]=1[C:4]([OH:6])=O.CCN(C(C)C)C(C)C.CN(C(ON1N=NC2C=CC=NC1=2)=[N+](C)C)C.F[P-](F)(F)(F)(F)F.[NH:46]1[CH2:51][CH2:50][O:49][CH2:48][CH2:47]1, predict the reaction product. The product is: [Br:1][C:2]1[CH:10]=[C:9]([F:11])[C:8]([F:12])=[CH:7][C:3]=1[C:4]([N:46]1[CH2:51][CH2:50][O:49][CH2:48][CH2:47]1)=[O:6].